The task is: Predict the reactants needed to synthesize the given product.. This data is from Full USPTO retrosynthesis dataset with 1.9M reactions from patents (1976-2016). (1) Given the product [CH3:18][O:10][C:9](=[O:11])[C@H:7]([CH2:6][C:5]1[CH:4]=[CH:3][C:2]([I:1])=[CH:13][CH:12]=1)[NH2:8], predict the reactants needed to synthesize it. The reactants are: [I:1][C:2]1[CH:13]=[CH:12][C:5]([CH2:6][C@@H:7]([C:9]([OH:11])=[O:10])[NH2:8])=[CH:4][CH:3]=1.S(Cl)(Cl)=O.[CH3:18]O. (2) The reactants are: Br[C:2]1[N:3]=[CH:4][N:5]([N:7]([CH2:15][CH3:16])[C:8](=[O:14])[O:9][C:10]([CH3:13])([CH3:12])[CH3:11])[CH:6]=1.[N:17]1[CH:22]=[CH:21][CH:20]=[C:19](B(O)O)[CH:18]=1.C(=O)([O-])[O-].[K+].[K+].O. Given the product [CH2:15]([N:7]([N:5]1[CH:6]=[C:2]([C:19]2[CH:18]=[N:17][CH:22]=[CH:21][CH:20]=2)[N:3]=[CH:4]1)[C:8](=[O:14])[O:9][C:10]([CH3:13])([CH3:12])[CH3:11])[CH3:16], predict the reactants needed to synthesize it. (3) Given the product [Br:1][C:2]1[CH:7]=[CH:6][CH:5]=[C:4]2[C:3]=1[CH:11]=[CH:10][C:9](=[O:18])[NH:8]2, predict the reactants needed to synthesize it. The reactants are: [Br:1][C:2]1[CH:3]=[C:4]([NH:8][C:9](=[O:18])/[CH:10]=[CH:11]/C2C=CC=CC=2)[CH:5]=[CH:6][CH:7]=1.[Cl-].[Cl-].[Cl-].[Al+3]. (4) Given the product [NH2:18][C@H:8]([C:6]1[C:5]([C:25]2[CH:26]=[CH:27][C:28]([Cl:40])=[C:29]3[C:33]=2[N:32]([CH3:34])[N:31]=[C:30]3[NH:35][S:36]([CH3:39])(=[O:37])=[O:38])=[CH:4][CH:3]=[C:2]([Cl:1])[N:7]=1)[CH2:9][C:10]1[CH:15]=[C:14]([F:16])[CH:13]=[C:12]([F:17])[CH:11]=1, predict the reactants needed to synthesize it. The reactants are: [Cl:1][C:2]1[N:7]=[C:6]([C@@H:8]([NH:18]C(=O)C(F)(F)F)[CH2:9][C:10]2[CH:15]=[C:14]([F:16])[CH:13]=[C:12]([F:17])[CH:11]=2)[C:5]([C:25]2[CH:26]=[CH:27][C:28]([Cl:40])=[C:29]3[C:33]=2[N:32]([CH3:34])[N:31]=[C:30]3[NH:35][S:36]([CH3:39])(=[O:38])=[O:37])=[CH:4][CH:3]=1.[Li+].[OH-].Cl. (5) Given the product [CH3:1][O:2][C:3]1[CH:8]=[CH:7][C:6](/[CH:9]=[N:10]/[C@H:11]([CH2:14][O:15][C:16]2[CH:21]=[CH:20][C:19]([C:22]3[CH:27]=[CH:26][C:25]([O:28][C:29]([F:30])([F:32])[F:31])=[CH:24][CH:23]=3)=[CH:18][CH:17]=2)[CH2:12][N:55]2[C:54](=[O:59])[C:53]([CH3:60])([CH3:52])[NH:57][C:56]2=[O:58])=[CH:5][CH:4]=1, predict the reactants needed to synthesize it. The reactants are: [CH3:1][O:2][C:3]1[CH:8]=[CH:7][C:6](/[CH:9]=[N:10]/[C@H:11]([CH2:14][O:15][C:16]2[CH:21]=[CH:20][C:19]([C:22]3[CH:27]=[CH:26][C:25]([O:28][C:29]([F:32])([F:31])[F:30])=[CH:24][CH:23]=3)=[CH:18][CH:17]=2)[CH2:12]O)=[CH:5][CH:4]=1.C1(P(C2C=CC=CC=2)C2C=CC=CC=2)C=CC=CC=1.[CH3:52][C:53]1([CH3:60])[NH:57][C:56](=[O:58])[NH:55][C:54]1=[O:59].N(C(OC(C)C)=O)=NC(OC(C)C)=O.